From a dataset of Catalyst prediction with 721,799 reactions and 888 catalyst types from USPTO. Predict which catalyst facilitates the given reaction. (1) Reactant: [CH:1](=[N:3][OH:4])[CH3:2].[CH3:5][CH:6]([OH:9])[C:7]#[CH:8].C(N(CC)CC)C.Cl[O-].[Na+]. The catalyst class is: 4. Product: [CH3:2][C:1]1[CH:8]=[C:7]([CH:6]([OH:9])[CH3:5])[O:4][N:3]=1. (2) Reactant: [N:1]([Sn](CCCC)(CCCC)CCCC)=[N+:2]=[N-:3].[CH2:17]([O:19][C:20](=[O:50])[C@@H:21]([O:48][CH3:49])[CH2:22][C:23]1[CH:28]=[CH:27][C:26]([O:29][CH2:30][CH2:31][CH2:32][O:33][C:34]2[CH:39]=[CH:38][C:37]([C:40]3[CH:45]=[CH:44][C:43]([C:46]#[N:47])=[CH:42][CH:41]=3)=[CH:36][CH:35]=2)=[CH:25][CH:24]=1)[CH3:18].Cl.O. Product: [CH2:17]([O:19][C:20](=[O:50])[C@@H:21]([O:48][CH3:49])[CH2:22][C:23]1[CH:24]=[CH:25][C:26]([O:29][CH2:30][CH2:31][CH2:32][O:33][C:34]2[CH:39]=[CH:38][C:37]([C:40]3[CH:45]=[CH:44][C:43]([C:46]4[NH:3][N:2]=[N:1][N:47]=4)=[CH:42][CH:41]=3)=[CH:36][CH:35]=2)=[CH:27][CH:28]=1)[CH3:18]. The catalyst class is: 11.